From a dataset of Full USPTO retrosynthesis dataset with 1.9M reactions from patents (1976-2016). Predict the reactants needed to synthesize the given product. (1) Given the product [Cl:29][C:20]1[S:21][C:22]([CH:24]2[O:28][CH2:27][CH2:26][O:25]2)=[CH:23][C:19]=1[CH:17]([OH:18])[C:12]1[C:11]([CH2:10][CH2:9][OH:8])=[CH:16][CH:15]=[CH:14][N:13]=1, predict the reactants needed to synthesize it. The reactants are: [Si]([O:8][CH2:9][CH2:10][C:11]1[C:12]([CH:17]([C:19]2[CH:23]=[C:22]([CH:24]3[O:28][CH2:27][CH2:26][O:25]3)[S:21][C:20]=2[Cl:29])[OH:18])=[N:13][CH:14]=[CH:15][CH:16]=1)(C(C)(C)C)(C)C.C1COCC1. (2) Given the product [C@@H:27]1([N:29]2[CH:37]=[C:35]([CH3:36])[C:33](=[O:34])[NH:32][C:30]2=[O:31])[O:28][C@H:24]([CH2:23][OH:22])[C@@H:25]([OH:38])[CH2:26]1, predict the reactants needed to synthesize it. The reactants are: COC1C=CC(C([O:22][CH2:23][C@H:24]2[O:28][C@@H:27]([N:29]3[CH:37]=[C:35]([CH3:36])[C:33](=[O:34])[NH:32][C:30]3=[O:31])[CH2:26][C@@H:25]2[OH:38])(C2C=CC=CC=2)C2C=CC(OC)=CC=2)=CC=1.C(N=C=NC(C)C)(C)C. (3) Given the product [CH2:1]([C:3]1[C:11]2[C:6]3=[C:7]([N:16]([CH3:24])[S:17](=[O:20])(=[O:19])[CH2:18][N:5]3[CH:4]=1)[CH:8]=[C:9]([C:12]([O:14][CH3:15])=[O:13])[CH:10]=2)[CH3:2], predict the reactants needed to synthesize it. The reactants are: [CH2:1]([C:3]1[C:11]2[C:6]3=[C:7]([NH:16][S:17](=[O:20])(=[O:19])[CH2:18][N:5]3[CH:4]=1)[CH:8]=[C:9]([C:12]([O:14][CH3:15])=[O:13])[CH:10]=2)[CH3:2].[H-].[Na+].I[CH3:24].